Dataset: Full USPTO retrosynthesis dataset with 1.9M reactions from patents (1976-2016). Task: Predict the reactants needed to synthesize the given product. Given the product [CH3:1][O:2][C:3]1[CH:8]=[CH:7][CH:6]=[CH:5][C:4]=1[N:9]1[CH2:10][CH2:11][N:12]([CH2:15][CH2:16][CH2:17][NH:18][C:30]([C:24]2[CH:23]=[C:22]3[C:27]([CH2:28][CH2:29][C:20](=[O:19])[NH:21]3)=[CH:26][CH:25]=2)=[O:31])[CH2:13][CH2:14]1, predict the reactants needed to synthesize it. The reactants are: [CH3:1][O:2][C:3]1[CH:8]=[CH:7][CH:6]=[CH:5][C:4]=1[N:9]1[CH2:14][CH2:13][N:12]([CH2:15][CH2:16][CH2:17][NH2:18])[CH2:11][CH2:10]1.[O:19]=[C:20]1[CH2:29][CH2:28][C:27]2[C:22](=[CH:23][C:24]([C:30](O)=[O:31])=[CH:25][CH:26]=2)[NH:21]1.N1C2C(=CC=CC=2)C=CC1=O.